This data is from Full USPTO retrosynthesis dataset with 1.9M reactions from patents (1976-2016). The task is: Predict the reactants needed to synthesize the given product. (1) Given the product [Cl:8][C:6]1[N:5]=[CH:4][N:3]=[C:2]([NH:22][C:21]2[CH:23]=[CH:24][C:25]([N:26]3[CH2:27][CH2:28][N:29]([CH:32]4[CH2:33][O:34][CH2:35]4)[CH2:30][CH2:31]3)=[C:19]([F:18])[CH:20]=2)[N:7]=1, predict the reactants needed to synthesize it. The reactants are: Cl[C:2]1[N:7]=[C:6]([Cl:8])[N:5]=[CH:4][N:3]=1.C(N(CC)C(C)C)(C)C.[F:18][C:19]1[CH:20]=[C:21]([CH:23]=[CH:24][C:25]=1[N:26]1[CH2:31][CH2:30][N:29]([CH:32]2[CH2:35][O:34][CH2:33]2)[CH2:28][CH2:27]1)[NH2:22]. (2) Given the product [OH:14][CH2:13][C:4]1[CH2:5][C@H:6]2[C@@:2]([CH3:1])([CH:3]=1)[C@H:10]([CH3:11])[CH2:9][C:8](=[O:12])[CH2:7]2, predict the reactants needed to synthesize it. The reactants are: [CH3:1][C@:2]12[C@H:10]([CH3:11])[CH2:9][C:8](=[O:12])[CH2:7][C@H:6]1[CH2:5][C:4]([CH:13]=[O:14])=[CH:3]2.[BH4-].[Na+]. (3) Given the product [Cl:34][C:32]1[CH:31]=[C:30]2[C:25]([CH:26]=[CH:27][C:28]([CH3:35])=[N:29]2)=[C:24]([O:23][CH2:22][CH2:21][N:16]2[CH2:17][CH2:18][CH:13]([CH2:12][C:11]3[C:6]4[O:5][CH2:4][C:3](=[O:19])[N:2]([CH3:1])[C:7]=4[CH:8]=[CH:9][CH:10]=3)[CH2:14][CH2:15]2)[CH:33]=1, predict the reactants needed to synthesize it. The reactants are: [CH3:1][N:2]1[C:7]2[CH:8]=[CH:9][CH:10]=[C:11]([CH2:12][CH:13]3[CH2:18][CH2:17][NH:16][CH2:15][CH2:14]3)[C:6]=2[O:5][CH2:4][C:3]1=[O:19].Br[CH2:21][CH2:22][O:23][C:24]1[CH:33]=[C:32]([Cl:34])[CH:31]=[C:30]2[C:25]=1[CH:26]=[CH:27][C:28]([CH3:35])=[N:29]2. (4) Given the product [NH2:7][C:8]1[O:9][CH2:10][CH2:11][C@:12]([C:15]2[CH:20]=[C:19]([NH:21][C:30]([C:28]3[S:29][C:25]([CH3:24])=[CH:26][CH:27]=3)=[O:31])[CH:18]=[CH:17][C:16]=2[F:22])([CH3:14])[N:13]=1, predict the reactants needed to synthesize it. The reactants are: C(OC(=O)[NH:7][C:8]1[O:9][CH2:10][CH2:11][C@:12]([C:15]2[CH:20]=[C:19]([NH2:21])[CH:18]=[CH:17][C:16]=2[F:22])([CH3:14])[N:13]=1)(C)(C)C.[CH3:24][C:25]1[S:29][C:28]([C:30](O)=[O:31])=[CH:27][CH:26]=1. (5) Given the product [C:11]([O:10][C:9]([NH:8][C:6]1[CH:7]=[C:2](/[CH:31]=[CH:32]/[C:33]([O:35][CH2:36][CH3:37])=[O:34])[CH:3]=[CH:4][C:5]=1[Cl:16])=[O:15])([CH3:14])([CH3:13])[CH3:12], predict the reactants needed to synthesize it. The reactants are: Br[C:2]1[CH:3]=[CH:4][C:5]([Cl:16])=[C:6]([NH:8][C:9](=[O:15])[O:10][C:11]([CH3:14])([CH3:13])[CH3:12])[CH:7]=1.C([O-])([O-])=O.[K+].[K+].CC1(C)C(C)(C)OB(/[CH:31]=[CH:32]/[C:33]([O:35][CH2:36][CH3:37])=[O:34])O1.